This data is from Full USPTO retrosynthesis dataset with 1.9M reactions from patents (1976-2016). The task is: Predict the reactants needed to synthesize the given product. (1) Given the product [CH2:1]([O:8][C:9]1[N:10]=[C:11]([Cl:16])[N:12]=[C:13]([NH:26][C:17]([CH3:19])([C:20]2[CH:25]=[CH:24][CH:23]=[CH:22][CH:21]=2)[CH3:18])[N:14]=1)[C:2]1[CH:3]=[CH:4][CH:5]=[CH:6][CH:7]=1, predict the reactants needed to synthesize it. The reactants are: [CH2:1]([O:8][C:9]1[N:14]=[C:13](Cl)[N:12]=[C:11]([Cl:16])[N:10]=1)[C:2]1[CH:7]=[CH:6][CH:5]=[CH:4][CH:3]=1.[C:17]([NH2:26])([C:20]1[CH:25]=[CH:24][CH:23]=[CH:22][CH:21]=1)([CH3:19])[CH3:18].CCN(C(C)C)C(C)C. (2) The reactants are: [C:1]12([CH2:11][CH2:12][CH2:13][O:14][C:15]3[CH:20]=[CH:19][C:18]([CH2:21][CH2:22][NH:23]C(=O)OC(C)(C)C)=[CH:17][CH:16]=3)[CH2:10][CH:5]3[CH2:6][CH:7]([CH2:9][CH:3]([CH2:4]3)[CH2:2]1)[CH2:8]2. Given the product [C:1]12([CH2:11][CH2:12][CH2:13][O:14][C:15]3[CH:16]=[CH:17][C:18]([CH2:21][CH2:22][NH2:23])=[CH:19][CH:20]=3)[CH2:10][CH:5]3[CH2:4][CH:3]([CH2:9][CH:7]([CH2:6]3)[CH2:8]1)[CH2:2]2, predict the reactants needed to synthesize it. (3) The reactants are: [CH2:1]([O:3][C:4](=[O:37])[CH2:5][CH2:6][CH2:7][O:8][C:9]1[CH:14]=[CH:13][CH:12]=[C:11]([CH2:15][CH2:16][CH2:17][CH2:18][CH2:19][CH2:20][O:21][C:22]2[CH:27]=[C:26](Br)[CH:25]=[C:24](Br)[CH:23]=2)[C:10]=1[CH2:30][CH2:31][C:32]([O:34][CH2:35][CH3:36])=[O:33])[CH3:2].[N:38]1[CH:43]=[CH:42][C:41](B(O)O)=[CH:40][CH:39]=1.C(=O)([O-])[O-].[Na+].[Na+]. Given the product [CH2:1]([O:3][C:4](=[O:37])[CH2:5][CH2:6][CH2:7][O:8][C:9]1[CH:14]=[CH:13][CH:12]=[C:11]([CH2:15][CH2:16][CH2:17][CH2:18][CH2:19][CH2:20][O:21][C:22]2[CH:27]=[C:26]([C:41]3[CH:42]=[CH:43][N:38]=[CH:39][CH:40]=3)[CH:25]=[C:24]([C:41]3[CH:42]=[CH:43][N:38]=[CH:39][CH:40]=3)[CH:23]=2)[C:10]=1[CH2:30][CH2:31][C:32]([O:34][CH2:35][CH3:36])=[O:33])[CH3:2], predict the reactants needed to synthesize it. (4) Given the product [Br:1][C:2]1[CH:3]=[C:4]([C@@:8]2([CH3:24])[N:13]([CH2:14][C:15]3[CH:20]=[CH:19][C:18]([O:21][CH3:22])=[CH:17][CH:16]=3)[C:12](=[O:23])[C@H:11]([CH3:25])[O:10][CH2:9]2)[CH:5]=[CH:6][CH:7]=1, predict the reactants needed to synthesize it. The reactants are: [Br:1][C:2]1[CH:3]=[C:4]([C@@:8]2([CH3:24])[N:13]([CH2:14][C:15]3[CH:20]=[CH:19][C:18]([O:21][CH3:22])=[CH:17][CH:16]=3)[C:12](=[O:23])[CH2:11][O:10][CH2:9]2)[CH:5]=[CH:6][CH:7]=1.[CH:25](N)(C)C.[Li].[N+](=C)=[N-]. (5) Given the product [Cl:1][C:2]1[CH:3]=[C:4]([N:11]2[CH2:12][CH2:13][O:14][CH2:15][CH2:16]2)[CH:5]=[CH:6][C:7]=1[NH2:8], predict the reactants needed to synthesize it. The reactants are: [Cl:1][C:2]1[CH:3]=[C:4]([N:11]2[CH2:16][CH2:15][O:14][CH2:13][CH2:12]2)[CH:5]=[CH:6][C:7]=1[N+:8]([O-])=O.